Dataset: Full USPTO retrosynthesis dataset with 1.9M reactions from patents (1976-2016). Task: Predict the reactants needed to synthesize the given product. (1) The reactants are: C(NC([N:6]1[C:14]2[C:9](=[CH:10][CH:11]=[C:12]([O:19][C:20](=O)C)[C:13]=2[CH2:15][CH:16]2C[O:17]2)[CH:8]=[N:7]1)=O)C.C(=O)([O-])[O-].[K+].[K+].O.Cl. Given the product [NH:6]1[C:14]2[C:9](=[CH:10][CH:11]=[C:12]3[O:19][CH2:20][CH:16]([OH:17])[CH2:15][C:13]3=2)[CH:8]=[N:7]1, predict the reactants needed to synthesize it. (2) Given the product [OH:20][N:21]=[C:8]1[C:7](=[O:12])[C:6]2[C:10](=[CH:11][C:3]([O:2][CH3:1])=[C:4]([C:13]([NH2:15])=[O:14])[CH:5]=2)[CH2:9]1, predict the reactants needed to synthesize it. The reactants are: [CH3:1][O:2][C:3]1[CH:11]=[C:10]2[C:6]([C:7](=[O:12])[CH2:8][CH2:9]2)=[CH:5][C:4]=1[C:13]([NH2:15])=[O:14].C([O:20][N:21]=O)CCC.Cl. (3) Given the product [Br:25][CH2:26][CH2:27][O:18][C:13]1[CH:14]=[CH:15][CH:16]=[CH:17][C:12]=1[NH:11][C:9]1[C:10]2[C:2]([CH3:1])=[CH:3][S:4][C:5]=2[N:6]=[CH:7][N:8]=1, predict the reactants needed to synthesize it. The reactants are: [CH3:1][C:2]1[C:10]2[C:9]([NH:11][C:12]3[CH:17]=[CH:16][CH:15]=[CH:14][C:13]=3[OH:18])=[N:8][CH:7]=[N:6][C:5]=2[S:4][CH:3]=1.C(=O)([O-])[O-].[K+].[K+].[Br:25][CH:26](Br)[CH3:27].O. (4) The reactants are: C(OC([N:8]1[CH2:12][CH2:11][C@@H:10]([NH:13][CH2:14][C:15]2[CH:20]=[CH:19][CH:18]=[CH:17][CH:16]=2)[CH2:9]1)=O)(C)(C)C.[ClH:21]. Given the product [ClH:21].[ClH:21].[CH2:14]([NH:13][CH:10]1[CH2:11][CH2:12][NH:8][CH2:9]1)[C:15]1[CH:16]=[CH:17][CH:18]=[CH:19][CH:20]=1, predict the reactants needed to synthesize it. (5) Given the product [CH2:9]([C:7]1[CH:6]=[C:5]([NH:11][C:12]2[C:21]3[C:16](=[CH:17][CH:18]=[CH:19][CH:20]=3)[C:15]([C:22]3[CH:23]=[CH:24][C:25]([C:26]([O:28][CH3:29])=[O:27])=[CH:30][CH:31]=3)=[N:14][N:13]=2)[CH:4]=[C:3]([C:2]([F:32])([F:33])[F:1])[CH:8]=1)[CH3:10], predict the reactants needed to synthesize it. The reactants are: [F:1][C:2]([F:33])([F:32])[C:3]1[CH:4]=[C:5]([NH:11][C:12]2[C:21]3[C:16](=[CH:17][CH:18]=[CH:19][CH:20]=3)[C:15]([C:22]3[CH:31]=[CH:30][C:25]([C:26]([O:28][CH3:29])=[O:27])=[CH:24][CH:23]=3)=[N:14][N:13]=2)[CH:6]=[C:7]([CH:9]=[CH2:10])[CH:8]=1.